From a dataset of NCI-60 drug combinations with 297,098 pairs across 59 cell lines. Regression. Given two drug SMILES strings and cell line genomic features, predict the synergy score measuring deviation from expected non-interaction effect. (1) Drug 1: CN(CC1=CN=C2C(=N1)C(=NC(=N2)N)N)C3=CC=C(C=C3)C(=O)NC(CCC(=O)O)C(=O)O. Drug 2: CN(C(=O)NC(C=O)C(C(C(CO)O)O)O)N=O. Cell line: UACC-257. Synergy scores: CSS=13.7, Synergy_ZIP=-0.132, Synergy_Bliss=-2.89, Synergy_Loewe=-36.3, Synergy_HSA=-3.78. (2) Drug 1: C1CCC(C1)C(CC#N)N2C=C(C=N2)C3=C4C=CNC4=NC=N3. Drug 2: C1=NC2=C(N1)C(=S)N=CN2. Cell line: M14. Synergy scores: CSS=0.219, Synergy_ZIP=-8.45, Synergy_Bliss=-18.7, Synergy_Loewe=-51.8, Synergy_HSA=-26.1. (3) Drug 1: CC1=C(C(=O)C2=C(C1=O)N3CC4C(C3(C2COC(=O)N)OC)N4)N. Drug 2: CC1CC(C(C(C=C(C(C(C=CC=C(C(=O)NC2=CC(=O)C(=C(C1)C2=O)OC)C)OC)OC(=O)N)C)C)O)OC. Cell line: SW-620. Synergy scores: CSS=80.4, Synergy_ZIP=2.92, Synergy_Bliss=2.14, Synergy_Loewe=3.07, Synergy_HSA=7.27. (4) Drug 1: C1CCC(C1)C(CC#N)N2C=C(C=N2)C3=C4C=CNC4=NC=N3. Drug 2: CC1=CC2C(CCC3(C2CCC3(C(=O)C)OC(=O)C)C)C4(C1=CC(=O)CC4)C. Cell line: HOP-92. Synergy scores: CSS=-8.05, Synergy_ZIP=2.62, Synergy_Bliss=-5.74, Synergy_Loewe=-16.1, Synergy_HSA=-14.1. (5) Drug 1: CCC1=CC2CC(C3=C(CN(C2)C1)C4=CC=CC=C4N3)(C5=C(C=C6C(=C5)C78CCN9C7C(C=CC9)(C(C(C8N6C)(C(=O)OC)O)OC(=O)C)CC)OC)C(=O)OC.C(C(C(=O)O)O)(C(=O)O)O. Drug 2: CCN(CC)CCCC(C)NC1=C2C=C(C=CC2=NC3=C1C=CC(=C3)Cl)OC. Cell line: HOP-62. Synergy scores: CSS=34.6, Synergy_ZIP=-6.36, Synergy_Bliss=0.664, Synergy_Loewe=1.30, Synergy_HSA=3.54. (6) Drug 1: COC1=NC(=NC2=C1N=CN2C3C(C(C(O3)CO)O)O)N. Drug 2: C1=CC=C(C=C1)NC(=O)CCCCCCC(=O)NO. Cell line: RXF 393. Synergy scores: CSS=-0.681, Synergy_ZIP=-0.255, Synergy_Bliss=0.0118, Synergy_Loewe=-8.56, Synergy_HSA=-2.82. (7) Drug 1: C1=NC(=NC(=O)N1C2C(C(C(O2)CO)O)O)N. Drug 2: N.N.Cl[Pt+2]Cl. Cell line: ACHN. Synergy scores: CSS=55.6, Synergy_ZIP=1.09, Synergy_Bliss=1.89, Synergy_Loewe=-4.32, Synergy_HSA=4.46.